This data is from Forward reaction prediction with 1.9M reactions from USPTO patents (1976-2016). The task is: Predict the product of the given reaction. (1) Given the reactants [CH2:1]([O:8][C:9]1[C:10]([C:25]([NH:27][NH:28][C:29](=[O:38])[CH2:30][C:31]2[CH:36]=[CH:35][C:34]([F:37])=[CH:33][CH:32]=2)=O)=[N:11][N:12]2[C@@H:17]([C:18]3[CH:23]=[CH:22][CH:21]=[CH:20][CH:19]=3)[CH2:16][N:15]([CH3:24])[CH2:14][C:13]=12)[C:2]1[CH:7]=[CH:6][CH:5]=[CH:4][CH:3]=1.CC[N+](S(N=C(OC)[O-])(=O)=[O:47])(CC)CC, predict the reaction product. The product is: [CH2:1]([O:8][C:9]1[C:10]([C:25]2[O:38][C:29]([CH2:30][C:31]3[CH:32]=[CH:33][C:34]([F:37])=[CH:35][CH:36]=3)=[N:28][N:27]=2)=[N:11][N:12]2[C@@H:17]([C:18]3[CH:19]=[CH:20][CH:21]=[CH:22][CH:23]=3)[CH2:16][N:15]([CH3:24])[C:14](=[O:47])[C:13]=12)[C:2]1[CH:3]=[CH:4][CH:5]=[CH:6][CH:7]=1. (2) Given the reactants [F:1][C:2]1[CH:3]=[C:4]([CH:7]=[CH:8][CH:9]=1)CN.C1CN([P+](ON2N=N[C:29]3[CH:30]=[CH:31][CH:32]=[CH:33][C:28]2=3)(N2CCCC2)N2CCCC2)CC1.F[P-](F)(F)(F)(F)F.CCN([CH:49]([CH3:51])C)C(C)C.[OH2:52].CN(C=[O:57])C, predict the reaction product. The product is: [F:1][C:2]1[CH:9]=[CH:8][C:7]([C:28]2[CH:29]=[CH:30][C:31]([CH2:51][C:49]([OH:57])=[O:52])=[CH:32][CH:33]=2)=[CH:4][CH:3]=1. (3) Given the reactants [OH:1][C:2]1[C:7]([C:8]23[CH2:17][CH:12]4[CH2:13][CH:14]([CH2:16][CH:10]([CH2:11]4)[CH2:9]2)[CH2:15]3)=[CH:6][C:5]([CH3:18])=[CH:4][C:3]=1[CH2:19]O.[BrH:21].S(=O)(=O)(O)O, predict the reaction product. The product is: [Br:21][CH2:19][C:3]1[CH:4]=[C:5]([CH3:18])[CH:6]=[C:7]([C:8]23[CH2:17][CH:12]4[CH2:13][CH:14]([CH2:16][CH:10]([CH2:11]4)[CH2:9]2)[CH2:15]3)[C:2]=1[OH:1]. (4) Given the reactants Cl[C:2]1[N:7]=[C:6]([C:8]([F:11])([F:10])[F:9])[CH:5]=[CH:4][N:3]=1.[NH2:12][C:13]1[CH:14]=[C:15]([C:25]2[S:29][C:28]([C:30]([CH:35]3[CH2:37][CH2:36]3)([CH:32]3[CH2:34][CH2:33]3)[OH:31])=[N:27][CH:26]=2)[CH:16]=[C:17]([N:19]2[CH2:24][CH2:23][O:22][CH2:21][CH2:20]2)[CH:18]=1.C(=O)([O-])[O-].[Cs+].[Cs+].CC1(C)C2C(=C(P(C3C=CC=CC=3)C3C=CC=CC=3)C=CC=2)OC2C(P(C3C=CC=CC=3)C3C=CC=CC=3)=CC=CC1=2, predict the reaction product. The product is: [CH:35]1([C:30]([CH:32]2[CH2:33][CH2:34]2)([C:28]2[S:29][C:25]([C:15]3[CH:14]=[C:13]([NH:12][C:2]4[N:7]=[C:6]([C:8]([F:11])([F:10])[F:9])[CH:5]=[CH:4][N:3]=4)[CH:18]=[C:17]([N:19]4[CH2:24][CH2:23][O:22][CH2:21][CH2:20]4)[CH:16]=3)=[CH:26][N:27]=2)[OH:31])[CH2:37][CH2:36]1. (5) Given the reactants Cl[C:2]1[CH:10]=[C:9]([Cl:11])[CH:8]=[CH:7][C:3]=1[C:4]([OH:6])=[O:5].[Br:12][C:13]1[CH:14]=[C:15]([CH:17]=[CH:18][CH:19]=1)[NH2:16].C(=O)([O-])[O-].[K+].[K+], predict the reaction product. The product is: [Br:12][C:13]1[CH:14]=[C:15]([NH:16][C:2]2[CH:10]=[C:9]([Cl:11])[CH:8]=[CH:7][C:3]=2[C:4]([OH:6])=[O:5])[CH:17]=[CH:18][CH:19]=1.